This data is from Full USPTO retrosynthesis dataset with 1.9M reactions from patents (1976-2016). The task is: Predict the reactants needed to synthesize the given product. (1) Given the product [F:22][C:21]([F:24])([F:23])[C:19]([OH:25])=[O:20].[NH2:7][CH2:8][CH2:9][CH2:10][NH:11][C:12](=[O:17])[CH:13]([Br:16])[CH2:14][CH3:15], predict the reactants needed to synthesize it. The reactants are: C(OC(=O)[NH:7][CH2:8][CH2:9][CH2:10][NH:11][C:12](=[O:17])[CH:13]([Br:16])[CH2:14][CH3:15])(C)(C)C.[C:19]([OH:25])([C:21]([F:24])([F:23])[F:22])=[O:20].C(Cl)Cl. (2) Given the product [F:19][CH2:18][CH2:17][C:14]1[CH:15]=[CH:16][C:11]([NH2:10])=[CH:12][C:13]=1[C:20]([F:21])([F:22])[F:23], predict the reactants needed to synthesize it. The reactants are: C(OC(=O)[NH:10][C:11]1[CH:16]=[CH:15][C:14]([CH2:17][CH2:18][F:19])=[C:13]([C:20]([F:23])([F:22])[F:21])[CH:12]=1)C1C=CC=CC=1.